Dataset: Forward reaction prediction with 1.9M reactions from USPTO patents (1976-2016). Task: Predict the product of the given reaction. (1) Given the reactants [CH3:1][O:2][C:3]1[CH:17]=[CH:16][CH:15]=[CH:14][C:4]=1[O:5][C:6]1[CH:7]=[C:8]([CH:11]=[CH:12][CH:13]=1)[CH2:9][NH2:10].[NH2:18][C:19]1[N:27]=[CH:26][CH:25]=[CH:24][C:20]=1[C:21](O)=[O:22].ON1C2C=CC=CC=2N=N1.CCN=C=NCCCN(C)C.C(=O)(O)[O-].[Na+], predict the reaction product. The product is: [CH3:1][O:2][C:3]1[CH:17]=[CH:16][CH:15]=[CH:14][C:4]=1[O:5][C:6]1[CH:7]=[C:8]([CH2:9][NH:10][C:21](=[O:22])[C:20]2[CH:24]=[CH:25][CH:26]=[N:27][C:19]=2[NH2:18])[CH:11]=[CH:12][CH:13]=1. (2) Given the reactants F[C:2]1[C:7]([F:8])=[CH:6][C:5]([F:9])=[C:4](F)[N:3]=1.[CH3:11][OH:12].[CH3:13][O-:14].[Na+], predict the reaction product. The product is: [F:8][C:7]1[C:2]([O:14][CH3:13])=[N:3][C:4]([O:12][CH3:11])=[C:5]([F:9])[CH:6]=1. (3) Given the reactants Br[C:2]1[CH:7]=[CH:6][C:5]([C@@H:8]([N:10]2[CH2:15][CH2:14][C@:13]([CH2:22][CH2:23][CH2:24][NH:25][S:26]([CH3:29])(=[O:28])=[O:27])([C:16]3[CH:21]=[CH:20][CH:19]=[CH:18][CH:17]=3)[O:12][C:11]2=[O:30])[CH3:9])=[CH:4][CH:3]=1.[CH3:31][C:32]1[CH:37]=[C:36](B(O)O)[CH:35]=[CH:34][N:33]=1, predict the reaction product. The product is: [CH3:31][C:32]1[CH:37]=[C:36]([C:2]2[CH:7]=[CH:6][C:5]([C@@H:8]([N:10]3[CH2:15][CH2:14][C@:13]([CH2:22][CH2:23][CH2:24][NH:25][S:26]([CH3:29])(=[O:28])=[O:27])([C:16]4[CH:17]=[CH:18][CH:19]=[CH:20][CH:21]=4)[O:12][C:11]3=[O:30])[CH3:9])=[CH:4][CH:3]=2)[CH:35]=[CH:34][N:33]=1. (4) Given the reactants [C:1]([NH:4][C:5]1[CH:27]=[C:26]([C:28]2[CH:29]=[CH:30][C:31]3[N:32]([C:34]([C:37]4[CH:42]=[CH:41][C:40]([C:43]#[N:44])=[CH:39][CH:38]=4)=[CH:35][N:36]=3)[CH:33]=2)[CH:25]=[CH:24][C:6]=1[C:7]([N:9]1[CH2:14][CH2:13][CH:12]([N:15](C)[C:16](=O)OC(C)(C)C)[CH2:11][CH2:10]1)=[O:8])(=[O:3])[CH3:2].C(O)(C(F)(F)F)=O, predict the reaction product. The product is: [C:43]([C:40]1[CH:39]=[CH:38][C:37]([C:34]2[N:32]3[CH:33]=[C:28]([C:26]4[CH:25]=[CH:24][C:6]([C:7]([N:9]5[CH2:10][CH2:11][CH:12]([NH:15][CH3:16])[CH2:13][CH2:14]5)=[O:8])=[C:5]([NH:4][C:1](=[O:3])[CH3:2])[CH:27]=4)[CH:29]=[CH:30][C:31]3=[N:36][CH:35]=2)=[CH:42][CH:41]=1)#[N:44]. (5) Given the reactants [CH2:1]([C:3]1[C:8](=[O:9])[NH:7][C:6]([CH3:10])=[C:5]([C:11]2[S:15][C:14]([S:16](Cl)(=[O:18])=[O:17])=[CH:13][CH:12]=2)[CH:4]=1)[CH3:2].[C:20]1([N:26]2[CH2:31][CH2:30][NH:29][CH2:28][CH2:27]2)[CH:25]=[CH:24][CH:23]=[CH:22][CH:21]=1.C(OCC)(=O)C, predict the reaction product. The product is: [CH2:1]([C:3]1[C:8](=[O:9])[NH:7][C:6]([CH3:10])=[C:5]([C:11]2[S:15][C:14]([S:16]([N:29]3[CH2:30][CH2:31][N:26]([C:20]4[CH:25]=[CH:24][CH:23]=[CH:22][CH:21]=4)[CH2:27][CH2:28]3)(=[O:18])=[O:17])=[CH:13][CH:12]=2)[CH:4]=1)[CH3:2]. (6) Given the reactants ClC1C=CC=C(C(OO)=[O:9])C=1.[Cl:12][C:13]1[CH:18]=[CH:17][C:16]([CH:19]([OH:23])[CH2:20][CH:21]=[CH2:22])=[CH:15][CH:14]=1, predict the reaction product. The product is: [Cl:12][C:13]1[CH:14]=[CH:15][C:16]([CH:19]([OH:23])[CH2:20][CH:21]2[CH2:22][O:9]2)=[CH:17][CH:18]=1.